This data is from Full USPTO retrosynthesis dataset with 1.9M reactions from patents (1976-2016). The task is: Predict the reactants needed to synthesize the given product. (1) The reactants are: [NH2:1][C:2]1[CH:11]=[C:10]2[C:5]([CH:6]([CH2:12][CH2:13][CH2:14][CH3:15])[O:7][C:8]2=[O:9])=[CH:4][CH:3]=1.[C:16]1(=[O:22])[O:21][C:19](=[O:20])[CH2:18][CH2:17]1. Given the product [CH2:12]([CH:6]1[C:5]2[C:10](=[CH:11][C:2]([NH:1][C:16](=[O:22])[CH2:17][CH2:18][C:19]([OH:21])=[O:20])=[CH:3][CH:4]=2)[C:8](=[O:9])[O:7]1)[CH2:13][CH2:14][CH3:15], predict the reactants needed to synthesize it. (2) Given the product [O:1]=[C:2]([C:13]1[O:14][C:15]([C:18]2[CH:23]=[CH:22][CH:21]=[CH:20][N:19]=2)=[CH:16][N:17]=1)[CH2:3][CH2:4][CH2:5][CH2:6][C:7]#[C:8][C:26]1[CH:27]=[CH:28][CH:29]=[CH:30][C:25]=1[F:24], predict the reactants needed to synthesize it. The reactants are: [O:1]=[C:2]([C:13]1[O:14][C:15]([C:18]2[CH:23]=[CH:22][CH:21]=[CH:20][N:19]=2)=[CH:16][N:17]=1)[CH2:3][CH2:4][CH2:5][CH2:6][C:7]#[C:8][Si](C)(C)C.[F:24][C:25]1[CH:30]=[CH:29][CH:28]=[CH:27][C:26]=1I. (3) Given the product [CH2:7]([O:1][CH2:2][CH:3]([CH2:5][OH:6])[OH:4])[CH2:8][CH2:9][CH2:10][CH2:11][CH3:12].[CH3:2][CH2:3][O:14][CH2:7][CH3:8], predict the reactants needed to synthesize it. The reactants are: [OH:1][CH2:2][CH:3]([CH2:5][OH:6])[OH:4].[C:7]([OH:14])(=O)[CH2:8][CH2:9][CH2:10][CH2:11][CH3:12]. (4) Given the product [Br:1][C:2]1[CH:11]=[C:10]([C:18]([OH:19])=[O:16])[C:9]2[C:4](=[CH:5][CH:6]=[CH:7][CH:8]=2)[N:3]=1, predict the reactants needed to synthesize it. The reactants are: [Br:1][C:2]1(C(OC)=O)[CH:11]=[CH:10][C:9]2[C:4](=[CH:5][CH:6]=[CH:7][CH:8]=2)[NH:3]1.[OH-:16].[Na+].[CH3:18][OH:19]. (5) Given the product [F:1][CH2:2][CH2:3][N:4]1[C:8]([I:23])=[C:7]([C:9]2[CH:14]=[CH:13][C:12]([C@H:15]3[CH2:17][C@@H:16]3[C:18]([O:20][CH2:21][CH3:22])=[O:19])=[CH:11][CH:10]=2)[N:6]=[CH:5]1, predict the reactants needed to synthesize it. The reactants are: [F:1][CH2:2][CH2:3][N:4]1[CH:8]=[C:7]([C:9]2[CH:14]=[CH:13][C:12]([C@H:15]3[CH2:17][C@@H:16]3[C:18]([O:20][CH2:21][CH3:22])=[O:19])=[CH:11][CH:10]=2)[N:6]=[CH:5]1.[I:23]N1C(=O)CCC1=O.C(=O)(O)[O-].[Na+]. (6) Given the product [BrH:7].[CH2:18]([N:25]1[CH2:30][CH2:29][C:28]([CH2:8][C:9](=[O:10])[C:11]2[CH:16]=[CH:15][C:14]([Cl:17])=[CH:13][CH:12]=2)([OH:31])[CH2:27][CH2:26]1)[C:19]1[CH:20]=[CH:21][CH:22]=[CH:23][CH:24]=1, predict the reactants needed to synthesize it. The reactants are: [Cl-].[Ce+3].[Cl-].[Cl-].[I-].[Na+].[Br:7][CH2:8][C:9]([C:11]1[CH:16]=[CH:15][C:14]([Cl:17])=[CH:13][CH:12]=1)=[O:10].[CH2:18]([N:25]1[CH2:30][CH2:29][C:28](=[O:31])[CH2:27][CH2:26]1)[C:19]1[CH:24]=[CH:23][CH:22]=[CH:21][CH:20]=1.Br.C(O)C. (7) Given the product [CH2:31]([O:30][C:4]1[CH:5]=[C:6]([CH:28]=[CH:29][C:3]=1[O:2][CH3:1])[CH2:7][N:8]1[CH2:9][CH2:10][CH:11]([NH:14][C:15]2[CH:23]=[C:22]([C:24]([F:27])([F:26])[F:25])[C:18]([C:19]([NH2:21])=[O:20])=[CH:17][N:16]=2)[CH2:12][CH2:13]1)[CH:32]([CH3:36])[CH3:33], predict the reactants needed to synthesize it. The reactants are: [CH3:1][O:2][C:3]1[CH:29]=[CH:28][C:6]([CH2:7][N:8]2[CH2:13][CH2:12][CH:11]([NH:14][C:15]3[CH:23]=[C:22]([C:24]([F:27])([F:26])[F:25])[C:18]([C:19]([NH2:21])=[O:20])=[CH:17][N:16]=3)[CH2:10][CH2:9]2)=[CH:5][C:4]=1[O:30][CH2:31][CH2:32][CH3:33].Cl.Cl.[CH3:36]OC(=O)C1C(C(F)(F)F)=CC(NC2CCNCC2)=NC=1.C(OC1C=C(C=CC=1OC)C=O)C(C)C. (8) Given the product [N+:16]([C:13]1[CH:14]=[CH:15][C:10]2[N:11]([CH:12]=1)[C:3]1[CH2:4][CH2:5][CH2:6][CH2:7][C:2]=1[N:9]=2)([O-:18])=[O:17], predict the reactants needed to synthesize it. The reactants are: Cl[CH:2]1[CH2:7][CH2:6][CH2:5][CH2:4][C:3]1=O.[NH2:9][C:10]1[CH:15]=[CH:14][C:13]([N+:16]([O-:18])=[O:17])=[CH:12][N:11]=1. (9) Given the product [Br:30][C:31]1[C:16]([N:13]2[CH2:12][CH2:11][N:10]([CH2:9][C:7]3[N:8]=[C:4]([CH:1]([CH3:2])[CH3:3])[O:5][CH:6]=3)[CH2:15][CH2:14]2)=[C:33]([N+:38]([O-:40])=[O:39])[C:34]([NH2:37])=[N:35][CH:36]=1, predict the reactants needed to synthesize it. The reactants are: [CH:1]([C:4]1[O:5][CH:6]=[C:7]([CH2:9][N:10]2[CH2:15][CH2:14][N:13]([C:16](OC(C)(C)C)=O)[CH2:12][CH2:11]2)[N:8]=1)([CH3:3])[CH3:2].C(O)(C(F)(F)F)=O.[Br:30][C:31]1C(Cl)=[C:33]([N+:38]([O-:40])=[O:39])[C:34]([NH2:37])=[N:35][CH:36]=1. (10) Given the product [CH3:19][N:20]1[CH:24]=[CH:23][N:22]=[C:21]1/[CH:25]=[CH:26]/[C:28]1[C:36]2[C:31](=[CH:32][C:33]([CH:37]=[O:38])=[CH:34][CH:35]=2)[N:30]([CH2:39][O:40][CH2:41][CH2:42][Si:43]([CH3:46])([CH3:45])[CH3:44])[N:29]=1, predict the reactants needed to synthesize it. The reactants are: C1N(P(N2CC2)(NC(C2C(I)=CC=CC=2)=O)=O)C1.[CH3:19][N:20]1[CH:24]=[CH:23][N:22]=[C:21]1[CH:25]=[CH2:26].I[C:28]1[C:36]2[C:31](=[CH:32][C:33]([CH:37]=[O:38])=[CH:34][CH:35]=2)[N:30]([CH2:39][O:40][CH2:41][CH2:42][Si:43]([CH3:46])([CH3:45])[CH3:44])[N:29]=1.